This data is from Forward reaction prediction with 1.9M reactions from USPTO patents (1976-2016). The task is: Predict the product of the given reaction. Given the reactants [NH2:1][C@H:2]1[CH2:6][N:5]([C:7]2[S:8][C:9](=[CH:13][C:14]3[CH:15]=[C:16]4[C:20](=[CH:21][CH:22]=3)[N:19]([CH2:23][C:24]3[CH:29]=[CH:28][C:27]([C:30]([F:33])([F:32])[F:31])=[CH:26][C:25]=3[C:34]([F:37])([F:36])[F:35])[N:18]=[CH:17]4)[C:10](=[O:12])[N:11]=2)[C@@H:4]([CH2:38][OH:39])[CH2:3]1.[CH:40]1([C:43](Cl)=[O:44])[CH2:42][CH2:41]1, predict the reaction product. The product is: [F:35][C:34]([F:37])([F:36])[C:25]1[CH:26]=[C:27]([C:30]([F:33])([F:31])[F:32])[CH:28]=[CH:29][C:24]=1[CH2:23][N:19]1[C:20]2[C:16](=[CH:15][C:14]([CH:13]=[C:9]3[S:8][C:7]([N:5]4[C@@H:4]([CH2:38][OH:39])[CH2:3][C@@H:2]([NH:1][C:43]([CH:40]5[CH2:42][CH2:41]5)=[O:44])[CH2:6]4)=[N:11][C:10]3=[O:12])=[CH:22][CH:21]=2)[CH:17]=[N:18]1.